Dataset: Full USPTO retrosynthesis dataset with 1.9M reactions from patents (1976-2016). Task: Predict the reactants needed to synthesize the given product. (1) Given the product [CH:11]12[CH:12]([C:13]([O:15][CH2:16][CH3:17])=[O:14])[CH:7]1[CH2:8][N:9]([C:29]([O:28][C:25]([CH3:27])([CH3:26])[CH3:24])=[O:30])[CH2:10]2, predict the reactants needed to synthesize it. The reactants are: C(O)(=O)C(O)=O.[CH:7]12[CH:12]([C:13]([O:15][CH2:16][CH3:17])=[O:14])[CH:11]1[CH2:10][NH:9][CH2:8]2.C(=O)([O-])[O-].[Na+].[Na+].[CH3:24][C:25]([O:28][C:29](O[C:29]([O:28][C:25]([CH3:27])([CH3:26])[CH3:24])=[O:30])=[O:30])([CH3:27])[CH3:26]. (2) The reactants are: [C:1]([N:11]1[CH2:15][CH2:14][C@H:13]([N:16]([C:24](=[O:33])[C:25]([CH3:32])([CH3:31])[CH2:26][O:27][C:28](=[O:30])[CH3:29])[CH:17]2[CH2:22][CH2:21][C:20](=[O:23])[CH2:19][CH2:18]2)[CH2:12]1)([O:3][CH2:4][C:5]1[CH:10]=[CH:9][CH:8]=[CH:7][CH:6]=1)=[O:2].[BH4-].[Na+]. Given the product [C:1]([N:11]1[CH2:15][CH2:14][C@H:13]([N:16]([C:24](=[O:33])[C:25]([CH3:32])([CH3:31])[CH2:26][O:27][C:28](=[O:30])[CH3:29])[CH:17]2[CH2:18][CH2:19][CH:20]([OH:23])[CH2:21][CH2:22]2)[CH2:12]1)([O:3][CH2:4][C:5]1[CH:6]=[CH:7][CH:8]=[CH:9][CH:10]=1)=[O:2], predict the reactants needed to synthesize it. (3) Given the product [CH3:20]/[C:21](=[CH:1]\[C:3]1[CH:11]=[CH:10][CH:9]=[C:5]([CH2:6][OH:8])[CH:4]=1)/[C:22]([OH:24])=[O:23], predict the reactants needed to synthesize it. The reactants are: [CH:1]([C:3]1[CH:4]=[C:5]([CH:9]=[CH:10][CH:11]=1)[C:6]([OH:8])=O)=O.OCC1C=CC(/[CH:20]=[CH:21]/[C:22]([O:24]C)=[O:23])=CC=1.